This data is from Reaction yield outcomes from USPTO patents with 853,638 reactions. The task is: Predict the reaction yield, written as a fraction of the theoretical maximum amount of product (1.0 means a 100% yield; for example, 0.34 means a 34% yield). The reactants are [CH3:1][O:2][C:3]1[CH:4]=[C:5]2[C:10](=[CH:11][C:12]=1[O:13][CH3:14])[NH:9][CH:8]=[C:7]([C:15]#[N:16])[C:6]2=O.C([O-])([O-])=O.[K+].[K+].O=P(Cl)(Cl)[Cl:26]. No catalyst specified. The product is [Cl:26][C:6]1[C:5]2[C:10](=[CH:11][C:12]([O:13][CH3:14])=[C:3]([O:2][CH3:1])[CH:4]=2)[N:9]=[CH:8][C:7]=1[C:15]#[N:16]. The yield is 0.640.